This data is from Forward reaction prediction with 1.9M reactions from USPTO patents (1976-2016). The task is: Predict the product of the given reaction. Given the reactants C([O:3][C:4](=[O:40])[C:5]([O:8][C:9]1[CH:14]=[CH:13][C:12]([O:15][CH2:16][CH2:17][C:18]2[N:19]=[C:20]([C:24]3[CH:29]=[CH:28][C:27]([C:30]4[CH:35]=[CH:34][C:33]([C:36]([F:39])([F:38])[F:37])=[CH:32][CH:31]=4)=[CH:26][CH:25]=3)[O:21][C:22]=2[CH3:23])=[CH:11][CH:10]=1)([CH3:7])[CH3:6])C.[OH-].[Li+].C(O)C.Cl, predict the reaction product. The product is: [F:39][C:36]([F:37])([F:38])[C:33]1[CH:34]=[CH:35][C:30]([C:27]2[CH:26]=[CH:25][C:24]([C:20]3[O:21][C:22]([CH3:23])=[C:18]([CH2:17][CH2:16][O:15][C:12]4[CH:11]=[CH:10][C:9]([O:8][C:5]([CH3:6])([CH3:7])[C:4]([OH:40])=[O:3])=[CH:14][CH:13]=4)[N:19]=3)=[CH:29][CH:28]=2)=[CH:31][CH:32]=1.